From a dataset of Reaction yield outcomes from USPTO patents with 853,638 reactions. Predict the reaction yield, written as a fraction of the theoretical maximum amount of product (1.0 means a 100% yield; for example, 0.34 means a 34% yield). (1) The reactants are [CH3:1][C:2]1[CH:3]=[C:4]([CH:8]=[CH:9][C:10]=1[O:11][CH3:12])[C:5]([OH:7])=[O:6].S(=O)(=O)(O)O.[C:18](=O)(O)[O-].[Na+]. The catalyst is CO. The product is [CH3:1][C:2]1[CH:3]=[C:4]([CH:8]=[CH:9][C:10]=1[O:11][CH3:12])[C:5]([O:7][CH3:18])=[O:6]. The yield is 0.950. (2) The reactants are [CH3:1][O:2][C:3]1[CH:20]=[CH:19][C:6]([C:7]([CH:9]2[CH2:14][CH2:13][N:12]([CH2:15][C:16]([OH:18])=O)[CH2:11][CH2:10]2)=[O:8])=[CH:5][CH:4]=1.[CH:21]1([CH2:24][NH:25][CH2:26][C:27]2[NH:28][C:29](=[O:38])[C:30]3[CH2:37][CH2:36][CH2:35][CH2:34][CH2:33][C:31]=3[N:32]=2)[CH2:23][CH2:22]1. No catalyst specified. The product is [CH:21]1([CH2:24][N:25]([CH2:26][C:27]2[NH:28][C:29](=[O:38])[C:30]3[CH2:37][CH2:36][CH2:35][CH2:34][CH2:33][C:31]=3[N:32]=2)[C:16](=[O:18])[CH2:15][N:12]2[CH2:11][CH2:10][CH:9]([C:7](=[O:8])[C:6]3[CH:5]=[CH:4][C:3]([O:2][CH3:1])=[CH:20][CH:19]=3)[CH2:14][CH2:13]2)[CH2:23][CH2:22]1. The yield is 0.0800.